This data is from Reaction yield outcomes from USPTO patents with 853,638 reactions. The task is: Predict the reaction yield, written as a fraction of the theoretical maximum amount of product (1.0 means a 100% yield; for example, 0.34 means a 34% yield). The reactants are C([O:3][C:4]([CH:6]1[CH2:8][CH:7]1[CH2:9][CH2:10][C@@H:11]1[N:16]([S:17]([C:20]2[CH:25]=[CH:24][CH:23]=[CH:22][CH:21]=2)(=[O:19])=[O:18])[CH2:15][CH2:14][N:13]([C:26]([O:28][CH2:29][C:30]2[CH:35]=[CH:34][CH:33]=[CH:32][CH:31]=2)=[O:27])[CH2:12]1)=[O:5])C.[OH-].[Na+]. The catalyst is CCO. The product is [CH2:29]([O:28][C:26]([N:13]1[CH2:14][CH2:15][N:16]([S:17]([C:20]2[CH:21]=[CH:22][CH:23]=[CH:24][CH:25]=2)(=[O:19])=[O:18])[C@@H:11]([CH2:10][CH2:9][CH:7]2[CH2:8][CH:6]2[C:4]([OH:5])=[O:3])[CH2:12]1)=[O:27])[C:30]1[CH:35]=[CH:34][CH:33]=[CH:32][CH:31]=1. The yield is 0.770.